Dataset: Full USPTO retrosynthesis dataset with 1.9M reactions from patents (1976-2016). Task: Predict the reactants needed to synthesize the given product. (1) Given the product [C:1]([CH:4]([CH2:9][CH2:10][CH2:11][C:12]1[CH:13]=[CH:14][CH:15]=[CH:16][CH:17]=1)[C:5]([OH:7])=[O:6])(=[O:3])[CH3:2], predict the reactants needed to synthesize it. The reactants are: [C:1]([CH:4]([CH2:9][CH2:10][CH2:11][C:12]1[CH:17]=[CH:16][CH:15]=[CH:14][CH:13]=1)[C:5]([O:7]C)=[O:6])(=[O:3])[CH3:2].[OH-].[Na+]. (2) Given the product [CH2:2]([O:9][C:10]1[CH:19]=[CH:18][CH:17]=[C:16]2[C:11]=1[CH2:12][CH2:13][CH2:14][CH:15]2[C:20]([N:22]([CH2:23][C:24]1[CH:25]=[N:26][N:27]([CH2:42][C:41]2[CH:44]=[CH:45][CH:46]=[C:39]([Cl:38])[CH:40]=2)[CH:28]=1)[C:29]1[CH:30]=[N:31][C:32]([CH:35]([CH3:37])[CH3:36])=[CH:33][CH:34]=1)=[O:21])[C:3]1[CH:8]=[CH:7][CH:6]=[CH:5][CH:4]=1, predict the reactants needed to synthesize it. The reactants are: Cl.[CH2:2]([O:9][C:10]1[CH:19]=[CH:18][CH:17]=[C:16]2[C:11]=1[CH2:12][CH2:13][CH2:14][CH:15]2[C:20]([N:22]([C:29]1[CH:30]=[N:31][C:32]([CH:35]([CH3:37])[CH3:36])=[CH:33][CH:34]=1)[CH2:23][C:24]1[CH:25]=[N:26][NH:27][CH:28]=1)=[O:21])[C:3]1[CH:8]=[CH:7][CH:6]=[CH:5][CH:4]=1.[Cl:38][C:39]1[CH:40]=[C:41]([CH:44]=[CH:45][CH:46]=1)[CH2:42]Cl.